This data is from Reaction yield outcomes from USPTO patents with 853,638 reactions. The task is: Predict the reaction yield, written as a fraction of the theoretical maximum amount of product (1.0 means a 100% yield; for example, 0.34 means a 34% yield). (1) The product is [OH:29][CH:28]([C:2]1[CH:3]=[C:4]2[C:8](=[CH:9][CH:10]=1)[N:7]([CH2:11][O:12][CH2:13][CH2:14][Si:15]([CH3:18])([CH3:17])[CH3:16])[CH:6]=[CH:5]2)[C:27]1[CH:30]=[CH:31][CH:32]=[CH:33][C:26]=1[C:24]#[N:25]. The catalyst is O1CCCC1. The yield is 0.610. The reactants are Br[C:2]1[CH:3]=[C:4]2[C:8](=[CH:9][CH:10]=1)[N:7]([CH2:11][O:12][CH2:13][CH2:14][Si:15]([CH3:18])([CH3:17])[CH3:16])[CH:6]=[CH:5]2.C([Li])CCC.[C:24]([C:26]1[CH:33]=[CH:32][CH:31]=[CH:30][C:27]=1[CH:28]=[O:29])#[N:25]. (2) The reactants are [Cl:1][C:2]1[N:7]=[CH:6][N:5]=[C:4]([O:8][CH2:9][CH2:10][N:11]2[CH2:16][CH2:15][O:14][CH2:13][CH2:12]2)[CH:3]=1.[O:17]=[C:18]1[CH2:26][C:25]2[C:20](=[CH:21][C:22]([C:27]#[N:28])=[CH:23][CH:24]=2)[NH:19]1.C(=O)([O-])[O-].[Cs+].[Cs+].Cl. The catalyst is C(#N)CCC.ClCCl.CO.C(OCC)C. The product is [ClH:1].[OH:17][C:18]1[NH:19][C:20]2[C:25]([C:26]=1[C:2]1[CH:3]=[C:4]([O:8][CH2:9][CH2:10][N:11]3[CH2:16][CH2:15][O:14][CH2:13][CH2:12]3)[N:5]=[CH:6][N:7]=1)=[CH:24][CH:23]=[C:22]([C:27]#[N:28])[CH:21]=2. The yield is 0.170.